Predict the reaction yield, written as a fraction of the theoretical maximum amount of product (1.0 means a 100% yield; for example, 0.34 means a 34% yield). From a dataset of Reaction yield outcomes from USPTO patents with 853,638 reactions. (1) The reactants are Br[C:2]1[C:11]2[O:10][CH:9]([CH3:12])[CH2:8][N:7]([C:13]([O:15][C:16]([CH3:19])([CH3:18])[CH3:17])=[O:14])[CH2:6][C:5]=2[S:4][CH:3]=1.[F:20][C:21]1[CH:26]=[CH:25][CH:24]=[CH:23][C:22]=1B(O)O.C(=O)([O-])[O-].[K+].[K+].O. The catalyst is COCCOC.O.Cl[Pd](Cl)([P](C1C=CC=CC=1)(C1C=CC=CC=1)C1C=CC=CC=1)[P](C1C=CC=CC=1)(C1C=CC=CC=1)C1C=CC=CC=1. The product is [F:20][C:21]1[CH:26]=[CH:25][CH:24]=[CH:23][C:22]=1[C:2]1[C:11]2[O:10][CH:9]([CH3:12])[CH2:8][N:7]([C:13]([O:15][C:16]([CH3:19])([CH3:18])[CH3:17])=[O:14])[CH2:6][C:5]=2[S:4][CH:3]=1. The yield is 0.960. (2) The reactants are [Br:1][C:2]1[C:7](=[O:8])[N:6]([C:9]2[CH:10]=[C:11]([CH:15]=[CH:16][C:17]=2[CH3:18])[C:12]([OH:14])=O)[CH:5]=[N:4][C:3]=1[O:19][CH2:20][C:21]1[CH:26]=[CH:25][C:24]([F:27])=[CH:23][C:22]=1[F:28].ClC(OCC(C)C)=O.CN1CCOCC1.Cl.[CH3:45][NH:46][C:47](=[O:50])[CH2:48][NH2:49]. The catalyst is CC(N(C)C)=O.CN(C1C=CN=CC=1)C.C(#N)C.O. The product is [Br:1][C:2]1[C:7](=[O:8])[N:6]([C:9]2[CH:10]=[C:11]([CH:15]=[CH:16][C:17]=2[CH3:18])[C:12]([NH:49][CH2:48][C:47]([NH:46][CH3:45])=[O:50])=[O:14])[CH:5]=[N:4][C:3]=1[O:19][CH2:20][C:21]1[CH:26]=[CH:25][C:24]([F:27])=[CH:23][C:22]=1[F:28]. The yield is 0.370. (3) The reactants are [CH3:1][N:2]1[C:6](B(O)O)=[CH:5][C:4]([C:10]2[O:11][CH:12]=[CH:13][CH:14]=2)=[N:3]1.[NH2:15][C:16]1[N:21]=[C:20]([NH:22][C:23]([C:25]2[CH:30]=[CH:29][CH:28]=[CH:27][C:26]=2[F:31])=[O:24])[CH:19]=[CH:18][C:17]=1Br.C([O-])([O-])=O.[Na+].[Na+]. The catalyst is C(COC)OC.CCO.C1C=CC([P]([Pd]([P](C2C=CC=CC=2)(C2C=CC=CC=2)C2C=CC=CC=2)([P](C2C=CC=CC=2)(C2C=CC=CC=2)C2C=CC=CC=2)[P](C2C=CC=CC=2)(C2C=CC=CC=2)C2C=CC=CC=2)(C2C=CC=CC=2)C2C=CC=CC=2)=CC=1. The product is [NH2:15][C:16]1[N:21]=[C:20]([NH:22][C:23]([C:25]2[CH:30]=[CH:29][CH:28]=[CH:27][C:26]=2[F:31])=[O:24])[CH:19]=[CH:18][C:17]=1[C:6]1[N:2]([CH3:1])[N:3]=[C:4]([C:10]2[O:11][CH:12]=[CH:13][CH:14]=2)[CH:5]=1. The yield is 0.290.